This data is from Forward reaction prediction with 1.9M reactions from USPTO patents (1976-2016). The task is: Predict the product of the given reaction. Given the reactants [Br:1][C:2]1[N:6]2[CH:7]=[C:8]([CH:27]3[CH2:29][CH2:28]3)[C:9]([O:11][CH2:12][C:13]3(C)[CH2:18][CH2:17][N:16](C(OC(C)(C)C)=O)[CH2:15][CH2:14]3)=[CH:10][C:5]2=[N:4][N:3]=1.BrC1N2C=C(C3CC3)C(OCC3CCN(C(OC(C)(C)C)=O)CC3)=CC2=NN=1, predict the reaction product. The product is: [Br:1][C:2]1[N:6]2[CH:7]=[C:8]([CH:27]3[CH2:28][CH2:29]3)[C:9]([O:11][CH2:12][CH:13]3[CH2:14][CH2:15][NH:16][CH2:17][CH2:18]3)=[CH:10][C:5]2=[N:4][N:3]=1.